Dataset: Catalyst prediction with 721,799 reactions and 888 catalyst types from USPTO. Task: Predict which catalyst facilitates the given reaction. (1) Product: [CH:1]1([C:4]([NH:6][C:7]2[N:8]=[C:9]3[CH:14]=[CH:13][C:12]([O:15][C:16]4[CH:17]=[C:18]([CH:23]=[CH:24][CH:25]=4)[C:19]([OH:21])=[O:20])=[N:11][N:10]3[CH:26]=2)=[O:5])[CH2:3][CH2:2]1. The catalyst class is: 7. Reactant: [CH:1]1([C:4]([NH:6][C:7]2[N:8]=[C:9]3[CH:14]=[CH:13][C:12]([O:15][C:16]4[CH:17]=[C:18]([CH:23]=[CH:24][CH:25]=4)[C:19]([O:21]C)=[O:20])=[N:11][N:10]3[CH:26]=2)=[O:5])[CH2:3][CH2:2]1.[OH-].[Na+].Cl. (2) Reactant: [CH3:1][O:2][C:3]1[C:11]([O:12][CH3:13])=[CH:10][CH:9]=[C:8]2[C:4]=1[CH:5]=[CH:6][NH:7]2.[H-].[Na+].[C:16]1([S:22](Cl)(=[O:24])=[O:23])[CH:21]=[CH:20][CH:19]=[CH:18][CH:17]=1. Product: [C:16]1([S:22]([N:7]2[C:8]3[C:4](=[C:3]([O:2][CH3:1])[C:11]([O:12][CH3:13])=[CH:10][CH:9]=3)[CH:5]=[CH:6]2)(=[O:24])=[O:23])[CH:21]=[CH:20][CH:19]=[CH:18][CH:17]=1. The catalyst class is: 1. (3) Reactant: [F:1][C:2]([F:44])([F:43])[C:3]1[CH:4]=[C:5]([C:9]2[CH:10]=[CH:11][C:12]3[N:18]4[CH2:19][C@H:15]([CH2:16][CH2:17]4)[N:14]([C:20]([NH:22][C:23]4[N:28]=[C:27]([N:29]5[CH2:34][CH2:33][N:32](C(OC(C)(C)C)=O)[CH2:31][CH2:30]5)[CH:26]=[CH:25][N:24]=4)=[O:21])[C:13]=3[N:42]=2)[CH:6]=[CH:7][CH:8]=1. Product: [N:29]1([C:27]2[CH:26]=[CH:25][N:24]=[C:23]([NH:22][C:20]([N:14]3[C@@H:15]4[CH2:19][N:18]([CH2:17][CH2:16]4)[C:12]4[CH:11]=[CH:10][C:9]([C:5]5[CH:6]=[CH:7][CH:8]=[C:3]([C:2]([F:43])([F:1])[F:44])[CH:4]=5)=[N:42][C:13]3=4)=[O:21])[N:28]=2)[CH2:30][CH2:31][NH:32][CH2:33][CH2:34]1. The catalyst class is: 601. (4) Reactant: [CH2:1]([P:3]1(=[O:25])[CH2:8][CH2:7][N:6]([C:9](=[O:24])[CH2:10][C:11]2[CH:23]=[CH:22][C:14]([C:15]([O:17]C(C)(C)C)=[O:16])=[CH:13][CH:12]=2)[CH2:5][CH2:4]1)[CH3:2].C(O)(C(F)(F)F)=O. Product: [CH2:1]([P:3]1(=[O:25])[CH2:8][CH2:7][N:6]([C:9](=[O:24])[CH2:10][C:11]2[CH:23]=[CH:22][C:14]([C:15]([OH:17])=[O:16])=[CH:13][CH:12]=2)[CH2:5][CH2:4]1)[CH3:2]. The catalyst class is: 2. (5) Reactant: Cl.[Cl:2][CH2:3][CH2:4][NH:5][CH2:6][CH2:7]Cl.[CH3:9][C:10]1([CH3:30])[CH:14]([C:15]2[CH:20]=[CH:19][C:18]([CH3:21])=[CH:17][CH:16]=2)[C:13]2[C:22]([CH3:29])=[C:23]([NH2:28])[C:24]([CH3:27])=[C:25]([CH3:26])[C:12]=2[O:11]1.C(=O)([O-])[O-].[Na+].[Na+]. Product: [ClH:2].[CH3:9][C:10]1([CH3:30])[CH:14]([C:15]2[CH:16]=[CH:17][C:18]([CH3:21])=[CH:19][CH:20]=2)[C:13]2[C:22]([CH3:29])=[C:23]([N:28]3[CH2:7][CH2:6][NH:5][CH2:4][CH2:3]3)[C:24]([CH3:27])=[C:25]([CH3:26])[C:12]=2[O:11]1. The catalyst class is: 51. (6) Reactant: [F:1][C:2]1[CH:7]=[CH:6][C:5]([SH:8])=[CH:4][CH:3]=1.C(=O)([O-])[O-].[K+].[K+].Br[C:16]1[CH:23]=[CH:22][C:19]([CH:20]=[O:21])=[CH:18][CH:17]=1. Product: [F:1][C:2]1[CH:7]=[CH:6][C:5]([S:8][C:16]2[CH:23]=[CH:22][C:19]([CH:20]=[O:21])=[CH:18][CH:17]=2)=[CH:4][CH:3]=1. The catalyst class is: 9. (7) Reactant: [CH:1]([CH:4]1[C:9](=[O:10])[NH:8][C:7]2[CH:11]=[CH:12][CH:13]=[C:14]([CH:15]([CH3:17])[CH3:16])[C:6]=2[O:5]1)([CH3:3])[CH3:2].[H-].[Na+].Br[CH2:21][C:22]([O:24][CH3:25])=[O:23].Cl. Product: [CH3:25][O:24][C:22](=[O:23])[CH2:21][N:8]1[C:7]2[CH:11]=[CH:12][CH:13]=[C:14]([CH:15]([CH3:17])[CH3:16])[C:6]=2[O:5][CH:4]([CH:1]([CH3:3])[CH3:2])[C:9]1=[O:10]. The catalyst class is: 35. (8) Reactant: [OH:1][C:2]1[CH:3]=[C:4]([C:10]2[O:11][CH:12]=[C:13]([CH2:15][CH2:16][C:17]([C:19]3[C:24]([CH3:25])=[CH:23][CH:22]=[CH:21][N:20]=3)=[O:18])[N:14]=2)[CH:5]=[CH:6][C:7]=1[O:8][CH3:9].N12CCCN=[C:32]1[CH2:31][CH2:30][CH2:29]CC2.BrCC1CC1.O. Product: [CH:31]1([CH2:32][O:1][C:2]2[CH:3]=[C:4]([C:10]3[O:11][CH:12]=[C:13]([CH2:15][CH2:16][C:17]([C:19]4[C:24]([CH3:25])=[CH:23][CH:22]=[CH:21][N:20]=4)=[O:18])[N:14]=3)[CH:5]=[CH:6][C:7]=2[O:8][CH3:9])[CH2:29][CH2:30]1. The catalyst class is: 162.